This data is from Forward reaction prediction with 1.9M reactions from USPTO patents (1976-2016). The task is: Predict the product of the given reaction. (1) Given the reactants [C:1]([N:3]=[C:4]([N:16]1[CH2:21][CH2:20][N:19]([C:22]2[N:23]=[CH:24][C:25]([C:28]([N:30]([CH3:32])[CH3:31])=[O:29])=[N:26][CH:27]=2)[CH2:18][CH:17]1[CH:33]([CH3:35])[CH3:34])[NH:5][C:6]1[CH:15]=[CH:14][CH:13]=[C:12]2[C:7]=1[CH2:8][CH2:9][NH:10][CH2:11]2)#[N:2].[CH3:36][C:37]([CH3:39])=O, predict the reaction product. The product is: [C:1]([N:3]=[C:4]([N:16]1[CH2:21][CH2:20][N:19]([C:22]2[N:23]=[CH:24][C:25]([C:28]([N:30]([CH3:32])[CH3:31])=[O:29])=[N:26][CH:27]=2)[CH2:18][CH:17]1[CH:33]([CH3:35])[CH3:34])[NH:5][C:6]1[CH:15]=[CH:14][CH:13]=[C:12]2[C:7]=1[CH2:8][CH2:9][N:10]([CH:37]([CH3:39])[CH3:36])[CH2:11]2)#[N:2]. (2) Given the reactants [CH3:1][O:2][C:3]1[C:8]([CH3:9])=[C:7]([CH3:10])[C:6]([N+:11]([O-])=O)=[CH:5][C:4]=1[CH3:14], predict the reaction product. The product is: [CH3:1][O:2][C:3]1[C:4]([CH3:14])=[CH:5][C:6]([NH2:11])=[C:7]([CH3:10])[C:8]=1[CH3:9]. (3) Given the reactants [C:1]([C:4]12[CH2:11][CH2:10][C:7]([NH:12][CH2:13][C:14]([N:16]3[CH2:20][C@@H:19]([F:21])[CH2:18][C@H:17]3[C:22]#[N:23])=[O:15])([CH2:8][CH2:9]1)[CH2:6][CH2:5]2)([OH:3])=O.[Cl:24][C:25]1[CH:26]=[C:27]([CH:29]=[CH:30][CH:31]=1)[NH2:28], predict the reaction product. The product is: [Cl:24][C:25]1[CH:26]=[C:27]([NH:28][C:1]([C:4]23[CH2:5][CH2:6][C:7]([NH:12][CH2:13][C:14]([N:16]4[CH2:20][C@@H:19]([F:21])[CH2:18][C@H:17]4[C:22]#[N:23])=[O:15])([CH2:10][CH2:11]2)[CH2:8][CH2:9]3)=[O:3])[CH:29]=[CH:30][CH:31]=1. (4) Given the reactants [CH2:1]([O:8][C:9]1[CH:10]=[C:11]2[C:15](=[CH:16][CH:17]=1)[N:14]([CH2:18][C:19]1[CH:24]=[CH:23][C:22](I)=[CH:21][CH:20]=1)[C:13]([C:26]1[CH:31]=[CH:30][C:29]([O:32][CH2:33][C:34]3[CH:39]=[CH:38][CH:37]=[CH:36][CH:35]=3)=[CH:28][CH:27]=1)=[C:12]2[CH3:40])[C:2]1[CH:7]=[CH:6][CH:5]=[CH:4][CH:3]=1.[CH2:41]([OH:44])[CH2:42][OH:43].N1C2C(=CC=C3C=2N=CC=C3)C=CC=1.C(=O)([O-])[O-].[K+].[K+], predict the reaction product. The product is: [CH2:1]([O:8][C:9]1[CH:10]=[C:11]2[C:15](=[CH:16][CH:17]=1)[N:14]([CH2:18][C:19]1[CH:24]=[CH:23][C:22]([O:43][CH2:42][CH2:41][OH:44])=[CH:21][CH:20]=1)[C:13]([C:26]1[CH:31]=[CH:30][C:29]([O:32][CH2:33][C:34]3[CH:39]=[CH:38][CH:37]=[CH:36][CH:35]=3)=[CH:28][CH:27]=1)=[C:12]2[CH3:40])[C:2]1[CH:7]=[CH:6][CH:5]=[CH:4][CH:3]=1. (5) Given the reactants Br[C:2]1[C:3]([O:8][C:9]2[CH:14]=[CH:13][C:12]([NH:15][C:16]3[CH:21]=[CH:20][CH:19]=[CH:18][N:17]=3)=[CH:11][CH:10]=2)=[N:4][CH:5]=[CH:6][CH:7]=1.C1C=CC(P(C2C(C3C(P(C4C=CC=CC=4)C4C=CC=CC=4)=CC=C4C=3C=CC=C4)=C3C(C=CC=C3)=CC=2)C2C=CC=CC=2)=CC=1.C([O-])([O-])=O.[Cs+].[Cs+].[NH:74]1[CH2:78][CH2:77][CH2:76][CH2:75]1, predict the reaction product. The product is: [N:74]1([C:2]2[C:3]([O:8][C:9]3[CH:14]=[CH:13][C:12]([NH:15][C:16]4[CH:21]=[CH:20][CH:19]=[CH:18][N:17]=4)=[CH:11][CH:10]=3)=[N:4][CH:5]=[CH:6][CH:7]=2)[CH2:78][CH2:77][CH2:76][CH2:75]1. (6) Given the reactants [CH:1]1([O:32][P:33]([O-:36])([O-:35])=[O:34])[CH:6]([O:7][P:8]([O-:11])([O-:10])=[O:9])[CH:5]([O:12][P:13]([O-:16])([O-:15])=[O:14])[CH:4]([O:17][P:18]([O-:21])([O-:20])=[O:19])[CH:3]([O:22][P:23]([O-:26])([O-:25])=[O:24])[CH:2]1[O:27][P:28]([O-:31])([O-:30])=[O:29].[Na+].[Na+].[Na+].[Na+].[Na+].[Na+].[Na+].[Na+].[Na+].[Na+].[Na+].[Na+].Cl.NCC(O)=O.Cl.[OH-].[Na+].[C@@H]1(OP(O)(O)=O)[C@@H](OP(O)(O)=O)[C@H](OP(O)(O)=O)[C@@H](OP(O)(O)=O)[C@@H](OP(O)(O)=O)[C@H]1OP(O)(O)=O.P([O-])([O-])([O-])=O.C([O-])(=O)C, predict the reaction product. The product is: [CH:3]1([O:22][P:23]([OH:26])([OH:25])=[O:24])[CH:4]([O:17][P:18]([OH:20])([OH:21])=[O:19])[CH:5]([O:12][P:13]([OH:15])([OH:16])=[O:14])[CH:6]([O:7][P:8]([OH:11])([OH:10])=[O:9])[CH:1]([O:32][P:33]([OH:36])([OH:35])=[O:34])[CH:2]1[O:27][P:28]([OH:30])([OH:31])=[O:29]. (7) Given the reactants N1C=CC=CC=1.[Cl:7][C:8]1[CH:14]=[C:13]([N+:15]([O-:17])=[O:16])[CH:12]=[CH:11][C:9]=1[NH2:10].[C:18]1([CH3:28])[CH:23]=[CH:22][C:21]([S:24](Cl)(=[O:26])=[O:25])=[CH:20][CH:19]=1.C(=O)(O)[O-].[Na+], predict the reaction product. The product is: [Cl:7][C:8]1[CH:14]=[C:13]([N+:15]([O-:17])=[O:16])[CH:12]=[CH:11][C:9]=1[NH:10][S:24]([C:21]1[CH:22]=[CH:23][C:18]([CH3:28])=[CH:19][CH:20]=1)(=[O:26])=[O:25].